This data is from Full USPTO retrosynthesis dataset with 1.9M reactions from patents (1976-2016). The task is: Predict the reactants needed to synthesize the given product. (1) The reactants are: I[CH2:2][C@@H:3]([CH3:16])[CH2:4][N:5]1[C:14]2[C:9](=[CH:10][CH:11]=[CH:12][CH:13]=2)[CH2:8][CH2:7][C:6]1=[O:15].[CH2:17]([O:20][CH:21]1[CH2:26][CH2:25][NH:24][CH2:23][CH2:22]1)[CH2:18][CH3:19]. Given the product [CH3:16][C@H:3]([CH2:2][N:24]1[CH2:25][CH2:26][CH:21]([O:20][CH2:17][CH2:18][CH3:19])[CH2:22][CH2:23]1)[CH2:4][N:5]1[C:14]2[C:9](=[CH:10][CH:11]=[CH:12][CH:13]=2)[CH2:8][CH2:7][C:6]1=[O:15], predict the reactants needed to synthesize it. (2) Given the product [Br:12][CH2:2][CH2:3][CH2:4][C:5]#[C:6][CH2:7][CH2:8][CH2:9][CH2:10][CH3:11], predict the reactants needed to synthesize it. The reactants are: Cl[CH2:2][CH2:3][CH2:4][C:5]#[C:6][CH2:7][CH2:8][CH2:9][CH2:10][CH3:11].[Br-:12].[Li+].CCOCC. (3) Given the product [F:1][C:2]([F:7])([F:6])[C:3]([OH:5])=[O:4].[F:8][C:9]([F:14])([F:13])[C:10]([OH:12])=[O:11].[C:17]([N:50]1[CH2:51][CH2:52][CH:47]([CH2:46][C:45]([NH:44][C:36]2[CH:37]=[CH:38][C:39]3[NH:40][C:41]4[N:42]=[C:26]([NH:27][C:28]5[CH:29]=[N:30][CH:31]=[C:32]([CH:54]=5)[CH2:33][CH2:34][C:35]=2[CH:43]=3)[N:25]=[CH:24][C:23]=4[Cl:22])=[O:53])[CH2:48][CH2:49]1)(=[O:18])[CH3:16], predict the reactants needed to synthesize it. The reactants are: [F:1][C:2]([F:7])([F:6])[C:3]([OH:5])=[O:4].[F:8][C:9]([F:14])([F:13])[C:10]([OH:12])=[O:11].F[C:16](F)(F)[C:17](O)=[O:18].[Cl:22][C:23]1[CH:24]=[N:25][C:26]2[NH:27][C:28]3[CH:29]=[N:30][CH:31]=[C:32]([CH:54]=3)[CH2:33][CH2:34][C:35]3[CH:43]=[C:39]([NH:40][C:41]=1[N:42]=2)[CH:38]=[CH:37][C:36]=3[NH:44][C:45](=[O:53])[CH2:46][CH:47]1[CH2:52][CH2:51][NH:50][CH2:49][CH2:48]1.C(Cl)(=O)C. (4) The reactants are: Br[C:2]1[N:3]([C:7]2[N:16]=[CH:15][C:14]3[N:13]([CH3:17])[C:12](=[O:18])[C@@H:11]([CH2:19][CH3:20])[N:10]([CH:21]4[CH2:25][CH2:24][CH2:23][CH2:22]4)[C:9]=3[N:8]=2)[CH:4]=[CH:5][N:6]=1.C([O-])([O-])=O.[Na+].[Na+].[O:32]1[CH2:37][CH:36]=[C:35](B2OC(C)(C)C(C)(C)O2)[CH2:34][CH2:33]1.C([O-])(O)=O.[Na+]. Given the product [CH:21]1([N:10]2[C:9]3[N:8]=[C:7]([N:3]4[CH:4]=[CH:5][N:6]=[C:2]4[C:35]4[CH2:36][CH2:37][O:32][CH2:33][CH:34]=4)[N:16]=[CH:15][C:14]=3[N:13]([CH3:17])[C:12](=[O:18])[C@H:11]2[CH2:19][CH3:20])[CH2:25][CH2:24][CH2:23][CH2:22]1, predict the reactants needed to synthesize it. (5) Given the product [CH2:7]([N:11]([CH2:12][C:14]1[CH:48]=[CH:47][C:17]2[N:18]([CH2:34][CH2:35][CH2:36][N:37]([CH3:46])[CH2:38][CH2:39][C:40]3[CH:45]=[CH:44][CH:43]=[CH:42][N:41]=3)[C:19]([NH:21][C:22]3[CH:23]=[C:24]([O:32][CH3:33])[C:25]([O:30][CH3:31])=[C:26]([O:28][CH3:29])[CH:27]=3)=[N:20][C:16]=2[CH:15]=1)[CH2:49][CH:50]([CH3:51])[CH3:52])[CH:8]([CH3:10])[CH3:9], predict the reactants needed to synthesize it. The reactants are: [H-].[Al+3].[Li+].[H-].[H-].[H-].[CH2:7]([N:11]([CH2:49][CH:50]([CH3:52])[CH3:51])[C:12]([C:14]1[CH:48]=[CH:47][C:17]2[N:18]([CH2:34][CH2:35][CH2:36][N:37]([CH3:46])[CH2:38][CH2:39][C:40]3[CH:45]=[CH:44][CH:43]=[CH:42][N:41]=3)[C:19]([NH:21][C:22]3[CH:27]=[C:26]([O:28][CH3:29])[C:25]([O:30][CH3:31])=[C:24]([O:32][CH3:33])[CH:23]=3)=[N:20][C:16]=2[CH:15]=1)=O)[CH:8]([CH3:10])[CH3:9].C(OCC)(=O)C. (6) Given the product [F:20][C:17]([C:15]1[CH:14]=[CH:13][N:12]2[C:8]([C:6]3[N:7]=[C:2]([C:29]4[CH:36]=[CH:35][CH:34]=[CH:33][C:30]=4[C:31]#[N:32])[CH:3]=[CH:4][CH:5]=3)=[CH:9][N:10]=[C:11]2[N:16]=1)([CH3:19])[CH3:18], predict the reactants needed to synthesize it. The reactants are: Br[C:2]1[N:7]=[C:6]([C:8]2[N:12]3[CH:13]=[CH:14][C:15]([C:17]([F:20])([CH3:19])[CH3:18])=[N:16][C:11]3=[N:10][CH:9]=2)[CH:5]=[CH:4][CH:3]=1.CC1(C)C(C)(C)OB([C:29]2[CH:36]=[CH:35][CH:34]=[CH:33][C:30]=2[C:31]#[N:32])O1. (7) Given the product [CH3:28][N:25]1[CH2:26][CH2:27][N:22]([C:20]2[CH:21]=[C:16]3[C:17]([NH:29][C:3](=[O:4])[C:5]4[N:6]3[CH:7]=[C:8]([C:10]3[CH:11]=[CH:12][CH:13]=[CH:14][CH:15]=3)[CH:9]=4)=[CH:18][CH:19]=2)[CH2:23][CH2:24]1, predict the reactants needed to synthesize it. The reactants are: CO[C:3]([C:5]1[N:6]([C:16]2[CH:21]=[C:20]([N:22]3[CH2:27][CH2:26][N:25]([CH3:28])[CH2:24][CH2:23]3)[CH:19]=[CH:18][C:17]=2[N+:29]([O-])=O)[CH:7]=[C:8]([C:10]2[CH:15]=[CH:14][CH:13]=[CH:12][CH:11]=2)[CH:9]=1)=[O:4].